This data is from Full USPTO retrosynthesis dataset with 1.9M reactions from patents (1976-2016). The task is: Predict the reactants needed to synthesize the given product. (1) Given the product [CH:36]1([CH2:39][O:22][C:21]([C:20]2[C:15]3[N:14]=[C:13]([C:24](=[O:35])[NH:25][CH:26]4[CH2:31][CH2:30][N:29]([CH:32]5[CH2:34][CH2:33]5)[CH2:28][CH2:27]4)[N:12]([CH2:11][C:9](=[O:10])[NH:8][C:5]4[CH:4]=[CH:3][C:2]([Cl:1])=[CH:7][N:6]=4)[C:16]=3[CH:17]=[CH:18][CH:19]=2)=[O:23])[CH2:38][CH2:37]1, predict the reactants needed to synthesize it. The reactants are: [Cl:1][C:2]1[CH:3]=[CH:4][C:5]([NH:8][C:9]([CH2:11][N:12]2[C:16]3[CH:17]=[CH:18][CH:19]=[C:20]([C:21]([OH:23])=[O:22])[C:15]=3[N:14]=[C:13]2[C:24](=[O:35])[NH:25][CH:26]2[CH2:31][CH2:30][N:29]([CH:32]3[CH2:34][CH2:33]3)[CH2:28][CH2:27]2)=[O:10])=[N:6][CH:7]=1.[CH:36]1([CH2:39]O)[CH2:38][CH2:37]1. (2) Given the product [CH2:1]([N:3]([CH2:26][CH:27]1[CH2:31][CH2:30][CH2:29][O:28]1)[C:4]1[C:5]2[CH2:25][N:24]([CH2:33][CH2:32][OH:34])[CH2:23][CH2:22][C:6]=2[N:7]=[C:8]([NH:10][C:11]2[CH:12]=[CH:13][C:14]([C:17]3[O:21][CH:20]=[N:19][CH:18]=3)=[CH:15][CH:16]=2)[N:9]=1)[CH3:2], predict the reactants needed to synthesize it. The reactants are: [CH2:1]([N:3]([CH2:26][CH:27]1[CH2:31][CH2:30][CH2:29][O:28]1)[C:4]1[C:5]2[CH2:25][NH:24][CH2:23][CH2:22][C:6]=2[N:7]=[C:8]([NH:10][C:11]2[CH:16]=[CH:15][C:14]([C:17]3[O:21][CH:20]=[N:19][CH:18]=3)=[CH:13][CH:12]=2)[N:9]=1)[CH3:2].[C:32](O)(=[O:34])[CH3:33].C(O)C=O.C([BH3-])#N.[Na+].